From a dataset of Reaction yield outcomes from USPTO patents with 853,638 reactions. Predict the reaction yield, written as a fraction of the theoretical maximum amount of product (1.0 means a 100% yield; for example, 0.34 means a 34% yield). (1) The reactants are [NH2:1][C:2]1[S:6][C:5]2[CH2:7][CH2:8][CH2:9][CH2:10][C:4]=2[C:3]=1[C:11]([C:13]1[O:14][CH:15]=[CH:16][CH:17]=1)=[O:12].C(N(CC)CC)C.[C:25](Cl)(=[O:27])[CH3:26]. The catalyst is ClCCl. The product is [O:14]1[CH:15]=[CH:16][CH:17]=[C:13]1[C:11]([C:3]1[C:4]2[CH2:10][CH2:9][CH2:8][CH2:7][C:5]=2[S:6][C:2]=1[NH:1][C:25](=[O:27])[CH3:26])=[O:12]. The yield is 0.690. (2) The reactants are [F:1][C:2]1[CH:3]=[C:4]([NH:22][C:23](=O)[O:24]C2C=CC=CC=2)[CH:5]=[CH:6][C:7]=1[N:8]1[CH2:13][CH2:12][N:11]([C:14]2[CH:19]=[CH:18][C:17]([O:20][CH3:21])=[CH:16][CH:15]=2)[CH2:10][CH2:9]1.[H-].[NH2:33][NH2:34].O. The catalyst is O1CCOCC1. The product is [F:1][C:2]1[CH:3]=[C:4]([NH:22][C:23]([NH:33][NH2:34])=[O:24])[CH:5]=[CH:6][C:7]=1[N:8]1[CH2:13][CH2:12][N:11]([C:14]2[CH:15]=[CH:16][C:17]([O:20][CH3:21])=[CH:18][CH:19]=2)[CH2:10][CH2:9]1. The yield is 0.820.